Dataset: Retrosynthesis with 50K atom-mapped reactions and 10 reaction types from USPTO. Task: Predict the reactants needed to synthesize the given product. (1) The reactants are: CS(=O)(=O)c1ccc(-c2ccccc2)c(C(=O)O)c1.c1ccc(N2CCNCC2)cc1. Given the product CS(=O)(=O)c1ccc(-c2ccccc2)c(C(=O)N2CCN(c3ccccc3)CC2)c1, predict the reactants needed to synthesize it. (2) Given the product CCOC(=O)CCc1c[nH]c2ccccc12, predict the reactants needed to synthesize it. The reactants are: CCO.O=C(O)CCc1c[nH]c2ccccc12. (3) Given the product N=C(N)c1ccc(CNC(=O)c2cnn(Cc3ccc4ccccc4c3)c2)cc1, predict the reactants needed to synthesize it. The reactants are: N=C(N)c1ccc(CN)cc1.O=C(O)c1cnn(Cc2ccc3ccccc3c2)c1. (4) The reactants are: CC(C)(CCOS(C)(=O)=O)S(=O)(=O)c1cccc(C(F)(F)F)c1.[N-]=[N+]=[N-]. Given the product CC(C)(CCN=[N+]=[N-])S(=O)(=O)c1cccc(C(F)(F)F)c1, predict the reactants needed to synthesize it. (5) Given the product CCOC(=O)c1ccc(NC(=O)c2cc(C)no2)cc1, predict the reactants needed to synthesize it. The reactants are: CCOC(=O)c1ccc(N)cc1.Cc1cc(C(=O)Cl)on1. (6) Given the product COc1ccc(C(=O)N2CCC3(C=C(c4ccccc4)c4ccccc4O3)CC2)cc1OC, predict the reactants needed to synthesize it. The reactants are: C1=C(c2ccccc2)c2ccccc2OC12CCNCC2.COc1ccc(C(=O)Cl)cc1OC. (7) Given the product CCCC(Nc1cncc(Br)c1)c1ccccc1, predict the reactants needed to synthesize it. The reactants are: Brc1cncc(Br)c1.CCCC(N)c1ccccc1. (8) Given the product C=CCOc1nc(SCc2cccc(F)c2F)nc(N[C@H](C)CO[Si](C)(C)C(C)(C)C)c1C=O, predict the reactants needed to synthesize it. The reactants are: C=CCO.C[C@H](CO[Si](C)(C)C(C)(C)C)Nc1nc(SCc2cccc(F)c2F)nc(Cl)c1C=O. (9) Given the product O=C(Nc1cc(F)ccc1N1CCCCC1)c1ccncc1, predict the reactants needed to synthesize it. The reactants are: Nc1cc(F)ccc1N1CCCCC1.O=C(Cl)c1ccncc1. (10) Given the product COC(=O)c1cnc(N2CC[C@H](Oc3ccccc3C(F)(F)F)C2)s1, predict the reactants needed to synthesize it. The reactants are: COC(=O)c1cnc(Br)s1.FC(F)(F)c1ccccc1O[C@H]1CCNC1.